From a dataset of Experimentally validated miRNA-target interactions with 360,000+ pairs, plus equal number of negative samples. Binary Classification. Given a miRNA mature sequence and a target amino acid sequence, predict their likelihood of interaction. (1) The miRNA is mmu-miR-192-5p with sequence CUGACCUAUGAAUUGACAGCC. The protein sequence of the target gene is MGRLDGKVIILTAAAQGIGQAAALAFAREGAKVIATDINESKLQELEKYPGIQTRVLDVTKKKQIDQFANEVERLDVLFNVAGFVHHGTVLDCEEKDWDFSMNLNVRSMYLMIKAFLPKMLAQKSGNIINMSSVASSVKGVVNRCVYSTTKAAVIGLTKSVAADFIQQGIRCNCVCPGTVDTPSLQERIQARGNPEEARNDFLKRQKTGRFATAEEIAMLCVYLASDESAYVTGNPVIIDGGWSL. Result: 0 (no interaction). (2) The miRNA is hsa-miR-4276 with sequence CUCAGUGACUCAUGUGC. The protein sequence of the target gene is MEFPFDVDALFPERITVLDQHLRPPARRPGTTTPARVDLQQQIMTIVDELGKASAKAQHLPAPITSALRMQSNRHVIYILKDTSARPAGKGAIIGFLKVGYKKLFVLDDREAHNEVEPLCILDFYIHESVQRHGHGRELFQHMLQKERVEPHQLAIDRPSPKLLKFLNKHYNLETTVPQVNNFVIFEGFFAHQHRPPTSSLRATRHSRAAVADPIPAAPARKLPPKRAEGDIKPYSSSDREFLKVAVEPPWPLNRAPRRATPPAHPPPRSSSLGNSPDRGPLRPFVPEQELLRSLRLCPP.... Result: 0 (no interaction). (3) The miRNA is hsa-miR-197-3p with sequence UUCACCACCUUCUCCACCCAGC. The protein sequence of the target gene is MARGERRRRAVPAEGVRTAERAARGGPGRRDGRGGGPRSTAGGVALAVVVLSLALGMSGRWVLAWYRARRAVTLHSAPPVLPADSSSPAVAPDLFWGTYRPHVYFGMKTRSPKPLLTGLMWAQQGTTPGTPKLRHTCEQGDGVGPYGWEFHDGLSFGRQHIQDGALRLTTEFVKRPGGQHGGDWSWRVTVEPQDSGTSALPLVSLFFYVVTDGKEVLLPEVGAKGQLKFISGHTSELGDFRFTLLPPTSPGDTAPKYGSYNVFWTSNPGLPLLTEMVKSRLNSWFQHRPPGAPPERYLGL.... Result: 0 (no interaction).